Task: Predict the product of the given reaction.. Dataset: Forward reaction prediction with 1.9M reactions from USPTO patents (1976-2016) (1) Given the reactants [CH3:1][C:2]1([C:6]([OH:8])=O)[CH2:5][CH2:4][CH2:3]1.CCN(C(C)C)C(C)C.CN(C(ON1N=NC2C=CC=CC1=2)=[N+](C)C)C.[B-](F)(F)(F)F.[CH2:40]([O:42][C:43]1[CH:62]=[CH:61][C:46]([O:47][CH:48]2[CH2:51][N:50]([C:52]3[CH:57]=[CH:56][C:55]([C@@H:58]([NH2:60])[CH3:59])=[CH:54][CH:53]=3)[CH2:49]2)=[CH:45][CH:44]=1)[CH3:41], predict the reaction product. The product is: [CH2:40]([O:42][C:43]1[CH:62]=[CH:61][C:46]([O:47][CH:48]2[CH2:49][N:50]([C:52]3[CH:57]=[CH:56][C:55]([C@@H:58]([NH:60][C:6]([C:2]4([CH3:1])[CH2:3][CH2:4][CH2:5]4)=[O:8])[CH3:59])=[CH:54][CH:53]=3)[CH2:51]2)=[CH:45][CH:44]=1)[CH3:41]. (2) The product is: [NH2:47][C:7]1[C:6]2[N:16]=[C:3]([CH2:1][CH3:2])[N:4]([CH2:17][CH2:18][CH2:19][CH2:20][N:21]([CH:29]3[CH2:30][CH2:31][O:32][CH2:33][CH2:34]3)[C:22](=[O:28])[O:23][C:24]([CH3:26])([CH3:25])[CH3:27])[C:5]=2[C:14]2[CH:13]=[CH:12][CH:11]=[CH:10][C:9]=2[N:8]=1. Given the reactants [CH2:1]([C:3]1[N:4]([CH2:17][CH2:18][CH2:19][CH2:20][N:21]([CH:29]2[CH2:34][CH2:33][O:32][CH2:31][CH2:30]2)[C:22](=[O:28])[O:23][C:24]([CH3:27])([CH3:26])[CH3:25])[C:5]2[C:14]3[CH:13]=[CH:12][CH:11]=[CH:10][C:9]=3[N+:8]([O-])=[CH:7][C:6]=2[N:16]=1)[CH3:2].C1(C)C=CC(S(Cl)(=O)=O)=CC=1.[OH-].[NH4+:47], predict the reaction product. (3) Given the reactants [CH3:1][O:2][C:3]1[C:4](=[O:24])[C:5]([CH3:23])=[C:6]([CH2:12][C:13]2[CH:14]=[C:15]([CH2:19][C:20](O)=[O:21])[CH:16]=[CH:17][CH:18]=2)[C:7](=[O:11])[C:8]=1[O:9][CH3:10].[NH:25]1[CH2:30][CH2:29][O:28][CH2:27][CH2:26]1, predict the reaction product. The product is: [CH3:1][O:2][C:3]1[C:4](=[O:24])[C:5]([CH3:23])=[C:6]([CH2:12][C:13]2[CH:14]=[C:15]([CH2:19][C:20]([N:25]3[CH2:30][CH2:29][O:28][CH2:27][CH2:26]3)=[O:21])[CH:16]=[CH:17][CH:18]=2)[C:7](=[O:11])[C:8]=1[O:9][CH3:10]. (4) Given the reactants [Si:1]([O:8][C@@H:9]1[C@@:26]2([CH3:27])[C:13](=[CH:14][CH:15]=[C:16]3[C@@H:25]2[CH2:24][CH2:23][C@@:21]2([CH3:22])[C@H:17]3[CH2:18][CH2:19][C:20]2=[O:28])[CH2:12][C@@H:11]([O:29][Si:30]([C:33]([CH3:36])([CH3:35])[CH3:34])([CH3:32])[CH3:31])[CH2:10]1)([C:4]([CH3:7])([CH3:6])[CH3:5])([CH3:3])[CH3:2].[F:37][C:38]([F:57])([F:56])[S:39](N(C1C=CC=CN=1)[S:39]([C:38]([F:57])([F:56])[F:37])(=[O:41])=[O:40])(=[O:41])=[O:40].C[Si]([N-][Si](C)(C)C)(C)C.[Na+].C(=O)(O)[O-].[Na+], predict the reaction product. The product is: [F:37][C:38]([F:57])([F:56])[S:39]([O:28][C:20]1[C@:21]2([CH2:23][CH2:24][C@H:25]3[C:16](=[CH:15][CH:14]=[C:13]4[C@:26]3([CH3:27])[C@@H:9]([O:8][Si:1]([C:4]([CH3:7])([CH3:6])[CH3:5])([CH3:3])[CH3:2])[CH2:10][C@H:11]([O:29][Si:30]([C:33]([CH3:36])([CH3:35])[CH3:34])([CH3:31])[CH3:32])[CH2:12]4)[C@@H:17]2[CH2:18][CH:19]=1)[CH3:22])(=[O:41])=[O:40]. (5) Given the reactants [OH:1][CH2:2][CH2:3][CH2:4][C:5]#[C:6][C:7]1[CH:12]=[CH:11][CH:10]=[CH:9][C:8]=1[C:13]#[C:14][CH2:15][CH2:16][CH2:17][OH:18], predict the reaction product. The product is: [OH:1][CH2:2][CH2:3][CH2:4][CH2:5][CH2:6][C:7]1[CH:12]=[CH:11][CH:10]=[CH:9][C:8]=1[CH2:13][CH2:14][CH2:15][CH2:16][CH2:17][OH:18].